From a dataset of Peptide-MHC class I binding affinity with 185,985 pairs from IEDB/IMGT. Regression. Given a peptide amino acid sequence and an MHC pseudo amino acid sequence, predict their binding affinity value. This is MHC class I binding data. (1) The peptide sequence is ITASILLWY. The MHC is HLA-A26:01 with pseudo-sequence HLA-A26:01. The binding affinity (normalized) is 0.840. (2) The peptide sequence is YSTVASSL. The MHC is Mamu-A01 with pseudo-sequence Mamu-A01. The binding affinity (normalized) is 0.615. (3) The peptide sequence is TMHQDVATF. The MHC is HLA-A11:01 with pseudo-sequence HLA-A11:01. The binding affinity (normalized) is 0.213.